From a dataset of Full USPTO retrosynthesis dataset with 1.9M reactions from patents (1976-2016). Predict the reactants needed to synthesize the given product. (1) The reactants are: [F:1][C:2]([F:27])([F:26])[C:3]1[CH:4]=[C:5]([C:9]#[C:10][C:11]2[N:15]3[CH:16]=[CH:17][CH:18]=[CH:19][C:14]3=[N:13][C:12]=2[CH2:20][S:21][CH2:22][C:23](O)=[O:24])[CH:6]=[CH:7][CH:8]=1.C(Cl)(=O)C(Cl)=O.C(=O)([O-])[O-].[Na+].[Na+].[NH2:40][C:41]1[CH:42]=[N:43][CH:44]=[CH:45][CH:46]=1. Given the product [N:43]1[CH:44]=[CH:45][CH:46]=[C:41]([NH:40][C:23](=[O:24])[CH2:22][S:21][CH2:20][C:12]2[N:13]=[C:14]3[CH:19]=[CH:18][CH:17]=[CH:16][N:15]3[C:11]=2[C:10]#[C:9][C:5]2[CH:6]=[CH:7][CH:8]=[C:3]([C:2]([F:26])([F:1])[F:27])[CH:4]=2)[CH:42]=1, predict the reactants needed to synthesize it. (2) Given the product [CH3:14][O:15][C:16]([C:18]1[CH:26]=[C:25]2[C:21]([C:22]([CH:50]3[CH2:55][CH2:54][CH2:53][CH2:52][CH2:51]3)=[C:23]([C:36]3[CH:41]=[CH:40][C:39]([NH2:42])=[C:38]([CH:45]=[O:46])[CH:37]=3)[N:24]2[CH2:27][C:28]([N:30]2[CH2:35][CH2:34][O:33][CH2:32][CH2:31]2)=[O:29])=[CH:20][CH:19]=1)=[O:17], predict the reactants needed to synthesize it. The reactants are: [O-]S([O-])(=O)=O.[Mg+2].C(N(CC)CC)C.[CH3:14][O:15][C:16]([C:18]1[CH:26]=[C:25]2[C:21]([C:22]([CH:50]3[CH2:55][CH2:54][CH2:53][CH2:52][CH2:51]3)=[C:23]([C:36]3[CH:41]=[CH:40][C:39]([N+:42]([O-])=O)=[C:38]([CH:45](OC)[O:46]C)[CH:37]=3)[N:24]2[CH2:27][C:28]([N:30]2[CH2:35][CH2:34][O:33][CH2:32][CH2:31]2)=[O:29])=[CH:20][CH:19]=1)=[O:17].C(O)(=O)C. (3) Given the product [OH:1][C:2]1[C:6](=[O:7])[N:5]([C:8]2[S:9][C:10]([S:13]([C:16]3[CH:21]=[CH:20][C:19]([N+:22]([O-:24])=[O:23])=[CH:18][CH:17]=3)(=[O:15])=[O:14])=[CH:11][N:12]=2)[CH:4]([C:25]2[CH:26]=[CH:27][C:28]([C:29]([NH:45][CH3:44])=[O:30])=[CH:32][CH:33]=2)[C:3]=1[C:34](=[O:42])[C:35]1[CH:40]=[CH:39][C:38]([CH3:41])=[CH:37][CH:36]=1, predict the reactants needed to synthesize it. The reactants are: [OH:1][C:2]1[C:6](=[O:7])[N:5]([C:8]2[S:9][C:10]([S:13]([C:16]3[CH:21]=[CH:20][C:19]([N+:22]([O-:24])=[O:23])=[CH:18][CH:17]=3)(=[O:15])=[O:14])=[CH:11][N:12]=2)[CH:4]([C:25]2[CH:33]=[CH:32][C:28]([C:29](O)=[O:30])=[CH:27][CH:26]=2)[C:3]=1[C:34](=[O:42])[C:35]1[CH:40]=[CH:39][C:38]([CH3:41])=[CH:37][CH:36]=1.Cl.[CH3:44][NH2:45]. (4) Given the product [CH2:1]([O:3][C:4](=[O:16])[C:5]1[CH:10]=[C:9]([CH:8]=[CH:7][C:6]=1[O:13][CH2:14][CH3:15])[C:11]([OH:19])=[O:12])[CH3:2], predict the reactants needed to synthesize it. The reactants are: [CH2:1]([O:3][C:4](=[O:16])[C:5]1[CH:10]=[C:9]([CH:11]=[O:12])[CH:8]=[CH:7][C:6]=1[O:13][CH2:14][CH3:15])[CH3:2].S(=O)(=O)([OH:19])N.Cl([O-])=O.[Na+]. (5) The reactants are: [NH:1]1[CH2:6][CH2:5][CH:4]([O:7][C:8]2[CH:13]=[CH:12][C:11]([N+:14]([O-:16])=[O:15])=[CH:10][CH:9]=2)[CH2:3][CH2:2]1.[C:17]1(=O)[CH2:20][CH2:19][CH2:18]1.C([BH3-])#N.[Na+]. Given the product [CH:17]1([N:1]2[CH2:6][CH2:5][CH:4]([O:7][C:8]3[CH:9]=[CH:10][C:11]([N+:14]([O-:16])=[O:15])=[CH:12][CH:13]=3)[CH2:3][CH2:2]2)[CH2:20][CH2:19][CH2:18]1, predict the reactants needed to synthesize it. (6) Given the product [NH2:1][C:2]1[CH:10]=[CH:9][C:8]([Cl:11])=[CH:7][C:3]=1[C:4]([NH:39][C:35]([CH3:38])([CH3:37])[CH3:36])=[O:6], predict the reactants needed to synthesize it. The reactants are: [NH2:1][C:2]1[CH:10]=[CH:9][C:8]([Cl:11])=[CH:7][C:3]=1[C:4]([OH:6])=O.ON1C(=O)CCC1=O.C1(N=C=NC2CCCCC2)CCCCC1.[C:35]([NH2:39])([CH3:38])([CH3:37])[CH3:36]. (7) Given the product [NH2:22][C:23]1[C:28]([C:29]#[N:30])=[C:27]([NH:14][CH:12]([C:10]2[C:9]([C:15]3[CH:20]=[CH:19][CH:18]=[C:17]([F:21])[CH:16]=3)=[C:8]3[C:3]([CH:4]=[CH:5][N:6]=[N:7]3)=[C:2]([Cl:1])[CH:11]=2)[CH3:13])[N:26]=[CH:25][N:24]=1, predict the reactants needed to synthesize it. The reactants are: [Cl:1][C:2]1[CH:11]=[C:10]([CH:12]([NH2:14])[CH3:13])[C:9]([C:15]2[CH:20]=[CH:19][CH:18]=[C:17]([F:21])[CH:16]=2)=[C:8]2[C:3]=1[CH:4]=[CH:5][N:6]=[N:7]2.[NH2:22][C:23]1[C:28]([C:29]#[N:30])=[C:27](Cl)[N:26]=[CH:25][N:24]=1.C(N(CC)C(C)C)(C)C.C(#N)C. (8) Given the product [C:9]([C:3]1[CH:4]=[CH:5][C:6]([CH3:8])=[CH:7][C:2]=1[CH3:1])#[CH:10], predict the reactants needed to synthesize it. The reactants are: [CH3:1][C:2]1[CH:7]=[C:6]([CH3:8])[CH:5]=[CH:4][C:3]=1[C:9]#[C:10][Si](CC)(CC)CC.[F-].C([N+](CCCC)(CCCC)CCCC)CCC.